Predict which catalyst facilitates the given reaction. From a dataset of Catalyst prediction with 721,799 reactions and 888 catalyst types from USPTO. (1) Reactant: [F:1][C:2]([F:17])([F:16])[O:3][C:4]1[CH:15]=[CH:14][C:7]([CH:8]=[C:9]([C:12]#[N:13])[C:10]#[N:11])=[CH:6][CH:5]=1.[CH:18]([Mg]Br)([CH3:20])[CH3:19]. Product: [F:1][C:2]([F:16])([F:17])[O:3][C:4]1[CH:5]=[CH:6][C:7]([CH:8]([CH:9]([C:12]#[N:13])[C:10]#[N:11])[CH:18]([CH3:20])[CH3:19])=[CH:14][CH:15]=1. The catalyst class is: 804. (2) Reactant: [CH3:1][N:2]([CH3:9])[CH2:3][CH2:4][CH2:5][C:6](O)=[O:7].CN(C(ON1N=NC2C=CC=CC1=2)=[N+](C)C)C.F[P-](F)(F)(F)(F)F.C(N(CC)C(C)C)(C)C.[CH3:43][C:44]1[CH:45]=[CH:46][C:47]([C:50]2[N:54]([C:55]3[CH:56]=[CH:57][C:58]([S:61]([NH2:64])(=[O:63])=[O:62])=[CH:59][CH:60]=3)[N:53]=[C:52]([C:65]([F:68])([F:67])[F:66])[CH:51]=2)=[CH:48][CH:49]=1. Product: [CH3:1][N:2]([CH3:9])[CH2:3][CH2:4][CH2:5][C:6]([NH:64][S:61]([C:58]1[CH:57]=[CH:56][C:55]([N:54]2[C:50]([C:47]3[CH:48]=[CH:49][C:44]([CH3:43])=[CH:45][CH:46]=3)=[CH:51][C:52]([C:65]([F:66])([F:67])[F:68])=[N:53]2)=[CH:60][CH:59]=1)(=[O:63])=[O:62])=[O:7]. The catalyst class is: 9.